Dataset: Acute oral toxicity (LD50) regression data from Zhu et al.. Task: Regression/Classification. Given a drug SMILES string, predict its toxicity properties. Task type varies by dataset: regression for continuous values (e.g., LD50, hERG inhibition percentage) or binary classification for toxic/non-toxic outcomes (e.g., AMES mutagenicity, cardiotoxicity, hepatotoxicity). Dataset: ld50_zhu. (1) The drug is CC(C)c1cc(Oc2ccccc2)cc(C(C)C)c1NC(=S)NC(C)(C)C. The rat oral LD50 is 2.27, given as -log10 of the dose in mol/kg body weight (higher means more acutely toxic). (2) The compound is c1nc(NC2CC2)c2ncn(CC3CC3)c2n1. The rat oral LD50 is 3.16, given as -log10 of the dose in mol/kg body weight (higher means more acutely toxic). (3) The molecule is CCCCC(CC)CN(CCO)CC(CC)CCCC. The rat oral LD50 is 1.76, given as -log10 of the dose in mol/kg body weight (higher means more acutely toxic). (4) The compound is CC=C(CC)C(=O)NC(N)=O. The rat oral LD50 is 1.80, given as -log10 of the dose in mol/kg body weight (higher means more acutely toxic). (5) The drug is C=CC(=O)OC1CC2CCC1(C)C2(C)C. The rat oral LD50 is 1.63, given as -log10 of the dose in mol/kg body weight (higher means more acutely toxic).